From a dataset of Full USPTO retrosynthesis dataset with 1.9M reactions from patents (1976-2016). Predict the reactants needed to synthesize the given product. (1) The reactants are: [CH2:1]([Mg]Br)[CH2:2][CH2:3][CH3:4].F[C:8]1[C:17]2[C:12](=[CH:13][CH:14]=[CH:15][CH:16]=2)[CH:11]=[CH:10][C:9]=1[C:18]([OH:20])=[O:19].O.Cl. Given the product [CH2:1]([C:8]1[C:17]2[C:12](=[CH:13][CH:14]=[CH:15][CH:16]=2)[CH:11]=[CH:10][C:9]=1[C:18]([OH:20])=[O:19])[CH2:2][CH2:3][CH3:4], predict the reactants needed to synthesize it. (2) Given the product [CH3:28][C:29]([CH3:34])([CH3:33])[C:30]([NH:1][CH2:2][CH2:3][CH2:4][N:5]1[CH:14]=[CH:13][C:12]2[C:7](=[CH:8][C:9]([C:15]([O:17][CH3:18])=[O:16])=[CH:10][CH:11]=2)[C:6]1=[O:19])=[O:31], predict the reactants needed to synthesize it. The reactants are: [NH2:1][CH2:2][CH2:3][CH2:4][N:5]1[CH:14]=[CH:13][C:12]2[C:7](=[CH:8][C:9]([C:15]([O:17][CH3:18])=[O:16])=[CH:10][CH:11]=2)[C:6]1=[O:19].Cl.C(N(CC)CC)C.[CH3:28][C:29]([CH3:34])([CH3:33])[C:30](Cl)=[O:31].